From a dataset of Full USPTO retrosynthesis dataset with 1.9M reactions from patents (1976-2016). Predict the reactants needed to synthesize the given product. (1) Given the product [Br:1][C:2]1[C:3]([OH:11])=[CH:4][C:5]([Cl:10])=[C:6]([CH:9]=1)[CH:7]=[O:8], predict the reactants needed to synthesize it. The reactants are: [Br:1][C:2]1[C:3]([O:11]C)=[CH:4][C:5]([Cl:10])=[C:6]([CH:9]=1)[CH:7]=[O:8].Cl.N1C=CC=CC=1.Cl. (2) Given the product [F:29][C:30]([F:43])([F:42])[S:31]([O:1][C:2]1[CH:20]=[CH:19][CH:18]=[C:17]([CH3:21])[C:3]=1[CH2:4][NH:5][C:6]1[C:7]2[N:8]([C:12]([CH3:16])=[C:13]([CH3:15])[N:14]=2)[CH:9]=[CH:10][CH:11]=1)(=[O:33])=[O:32], predict the reactants needed to synthesize it. The reactants are: [OH:1][C:2]1[CH:20]=[CH:19][CH:18]=[C:17]([CH3:21])[C:3]=1[CH2:4][NH:5][C:6]1[C:7]2[N:8]([C:12]([CH3:16])=[C:13]([CH3:15])[N:14]=2)[CH:9]=[CH:10][CH:11]=1.C(N(CC)CC)C.[F:29][C:30]([F:43])([F:42])[S:31](O[S:31]([C:30]([F:43])([F:42])[F:29])(=[O:33])=[O:32])(=[O:33])=[O:32].C(=O)([O-])[O-].[K+].[K+]. (3) Given the product [NH2:17][C:2]1[C:7]([C:8]([O:10][CH2:11][CH3:12])=[O:9])=[CH:6][N:5]=[C:4]([S:13][CH3:14])[N:3]=1, predict the reactants needed to synthesize it. The reactants are: Cl[C:2]1[C:7]([C:8]([O:10][CH2:11][CH3:12])=[O:9])=[CH:6][N:5]=[C:4]([S:13][CH3:14])[N:3]=1.C([N:17](CC)CC)C.N. (4) Given the product [CH3:1][CH:2]1[C:7]2=[N:8][C:9]([C:18]3[CH:23]=[CH:22][CH:21]=[CH:20][CH:19]=3)=[C:10]([C:12]3[CH:17]=[CH:16][CH:15]=[CH:14][CH:13]=3)[N:11]=[C:6]2[CH2:5][CH2:4][NH:3]1, predict the reactants needed to synthesize it. The reactants are: [CH3:1][CH:2]1[C:7]2=[N:8][C:9]([C:18]3[CH:23]=[CH:22][CH:21]=[CH:20][CH:19]=3)=[C:10]([C:12]3[CH:17]=[CH:16][CH:15]=[CH:14][CH:13]=3)[N:11]=[C:6]2[CH2:5][CH2:4][N:3]1C(OC1C=CC=CC=1)=O.CC(C)([O-])C.[K+].C(=O)(O)[O-].[Na+]. (5) Given the product [CH3:16][O:17][C:18](=[O:28])[C:19]1[CH:27]=[CH:26][C:22]([C:23]([NH:1][C:2]2[CH:7]=[CH:6][C:5]([N:8]3[CH2:12][CH2:11][CH:10]([N:13]([CH3:15])[CH3:14])[CH2:9]3)=[CH:4][CH:3]=2)=[O:24])=[CH:21][CH:20]=1, predict the reactants needed to synthesize it. The reactants are: [NH2:1][C:2]1[CH:7]=[CH:6][C:5]([N:8]2[CH2:12][CH2:11][CH:10]([N:13]([CH3:15])[CH3:14])[CH2:9]2)=[CH:4][CH:3]=1.[CH3:16][O:17][C:18](=[O:28])[C:19]1[CH:27]=[CH:26][C:22]([C:23](O)=[O:24])=[CH:21][CH:20]=1. (6) Given the product [NH2:1][C:2]([NH:4][C:5]1[C:6]([C:24]([NH2:26])=[O:25])=[N:7][N:8]([C:10]2[CH:15]=[CH:14][C:13]([C:16]3[CH:21]=[CH:20][CH:19]=[C:18]([O:22][CH2:39][C:40]#[N:41])[CH:17]=3)=[C:12]([Cl:23])[CH:11]=2)[CH:9]=1)=[O:3], predict the reactants needed to synthesize it. The reactants are: [NH2:1][C:2]([NH:4][C:5]1[C:6]([C:24]([NH2:26])=[O:25])=[N:7][N:8]([C:10]2[CH:15]=[CH:14][C:13]([C:16]3[CH:21]=[CH:20][CH:19]=[C:18]([OH:22])[CH:17]=3)=[C:12]([Cl:23])[CH:11]=2)[CH:9]=1)=[O:3].CN(C=O)C.C([O-])([O-])=O.[K+].[K+].Br[CH2:39][C:40]#[N:41].